From a dataset of HIV replication inhibition screening data with 41,000+ compounds from the AIDS Antiviral Screen. Binary Classification. Given a drug SMILES string, predict its activity (active/inactive) in a high-throughput screening assay against a specified biological target. (1) The compound is COc1cc(C(=O)N2CCOCC2)cc(OC)c1OC. The result is 0 (inactive). (2) The drug is O=C1C(=Cc2ccc(Cl)c(Cl)c2)CNCC1=Cc1ccc(Cl)c(Cl)c1. The result is 0 (inactive). (3) The compound is O=c1[nH]c(=O)n(C2CC(O)C(CO)O2)cc1C#Cc1c(F)c(F)c(F)c(F)c1F. The result is 0 (inactive). (4) The molecule is C=Cc1ccc(C)[n+](C[Si](C)(C)O[Si](C)(C)C)c1.[I-]. The result is 0 (inactive). (5) The molecule is COC(=O)c1cc(C(=O)c2cc(C(=O)OC)c(OC)c(Br)c2C)c(C)c(Br)c1OC. The result is 0 (inactive). (6) The molecule is CCS(=O)(=O)CCOP(=O)(c1ccccc1)c1ccccc1. The result is 0 (inactive). (7) The compound is CCc1cccc(C)c1NC(=O)CC(=O)NNC(N)=S. The result is 0 (inactive).